From a dataset of NCI-60 drug combinations with 297,098 pairs across 59 cell lines. Regression. Given two drug SMILES strings and cell line genomic features, predict the synergy score measuring deviation from expected non-interaction effect. (1) Synergy scores: CSS=68.9, Synergy_ZIP=-0.419, Synergy_Bliss=0.965, Synergy_Loewe=-7.56, Synergy_HSA=1.58. Drug 2: CCC1=C2CN3C(=CC4=C(C3=O)COC(=O)C4(CC)O)C2=NC5=C1C=C(C=C5)O. Cell line: BT-549. Drug 1: CC12CCC3C(C1CCC2=O)CC(=C)C4=CC(=O)C=CC34C. (2) Drug 2: COC1=CC(=CC(=C1O)OC)C2C3C(COC3=O)C(C4=CC5=C(C=C24)OCO5)OC6C(C(C7C(O6)COC(O7)C8=CC=CS8)O)O. Cell line: NCI-H226. Synergy scores: CSS=25.2, Synergy_ZIP=-4.72, Synergy_Bliss=-0.227, Synergy_Loewe=1.44, Synergy_HSA=2.74. Drug 1: CC1=C(C=C(C=C1)NC2=NC=CC(=N2)N(C)C3=CC4=NN(C(=C4C=C3)C)C)S(=O)(=O)N.Cl. (3) Drug 1: CC1OCC2C(O1)C(C(C(O2)OC3C4COC(=O)C4C(C5=CC6=C(C=C35)OCO6)C7=CC(=C(C(=C7)OC)O)OC)O)O. Drug 2: CN(CCCl)CCCl.Cl. Cell line: SK-OV-3. Synergy scores: CSS=3.95, Synergy_ZIP=-3.32, Synergy_Bliss=0.602, Synergy_Loewe=-6.58, Synergy_HSA=0.0199. (4) Drug 1: C1CC(=O)NC(=O)C1N2CC3=C(C2=O)C=CC=C3N. Drug 2: C1CNP(=O)(OC1)N(CCCl)CCCl. Cell line: UO-31. Synergy scores: CSS=-0.875, Synergy_ZIP=0.645, Synergy_Bliss=1.06, Synergy_Loewe=-1.55, Synergy_HSA=-0.378. (5) Drug 1: COC1=NC(=NC2=C1N=CN2C3C(C(C(O3)CO)O)O)N. Drug 2: COC1=C2C(=CC3=C1OC=C3)C=CC(=O)O2. Cell line: EKVX. Synergy scores: CSS=0.935, Synergy_ZIP=-0.639, Synergy_Bliss=1.43, Synergy_Loewe=1.61, Synergy_HSA=1.50. (6) Drug 1: CC1=C2C(C(=O)C3(C(CC4C(C3C(C(C2(C)C)(CC1OC(=O)C(C(C5=CC=CC=C5)NC(=O)OC(C)(C)C)O)O)OC(=O)C6=CC=CC=C6)(CO4)OC(=O)C)OC)C)OC. Drug 2: C1C(C(OC1N2C=C(C(=O)NC2=O)F)CO)O. Cell line: TK-10. Synergy scores: CSS=62.9, Synergy_ZIP=-3.01, Synergy_Bliss=-3.08, Synergy_Loewe=4.09, Synergy_HSA=5.90.